The task is: Predict the reaction yield, written as a fraction of the theoretical maximum amount of product (1.0 means a 100% yield; for example, 0.34 means a 34% yield).. This data is from Reaction yield outcomes from USPTO patents with 853,638 reactions. (1) The reactants are [C:1]([C:3]1[CH:4]=[C:5]([CH:9]2[C:16]3[CH:15]=[C:14]([C:17]([O:19]C)=[O:18])[NH:13][C:12]=3[CH2:11][CH2:10]2)[CH:6]=[CH:7][CH:8]=1)#[N:2].[OH-].[Li+].C1COCC1. The catalyst is CO. The product is [C:1]([C:3]1[CH:4]=[C:5]([CH:9]2[C:16]3[CH:15]=[C:14]([C:17]([OH:19])=[O:18])[NH:13][C:12]=3[CH2:11][CH2:10]2)[CH:6]=[CH:7][CH:8]=1)#[N:2]. The yield is 0.440. (2) The reactants are [CH3:1][C:2]1([CH3:14])[C:6]([CH3:8])([CH3:7])[O:5][B:4]([C:9]2[CH:10]=[N:11][NH:12][CH:13]=2)[O:3]1.[H-].[Na+].Br[CH2:18][CH2:19][N:20]([CH2:23][CH3:24])[CH2:21][CH3:22].[I-].[K+]. The catalyst is O1CCCC1.C(OCC)(=O)C.O. The product is [CH2:19]([N:20]([CH2:23][CH3:24])[CH2:21][CH2:22][N:12]1[CH:13]=[C:9]([B:4]2[O:5][C:6]([CH3:7])([CH3:8])[C:2]([CH3:14])([CH3:1])[O:3]2)[CH:10]=[N:11]1)[CH3:18]. The yield is 0.900. (3) The reactants are [NH2:1][C:2]1[C:7]2[C:8]([C:11]3[CH:16]=[CH:15][C:14]([NH:17][C:18]([C:20]4[N:21]([CH3:29])[C:22]5[C:27]([CH:28]=4)=[CH:26][CH:25]=[CH:24][CH:23]=5)=[O:19])=[C:13]([O:30][CH3:31])[CH:12]=3)=[CH:9][S:10][C:6]=2[C:5]([C:32]#[C:33][CH2:34][N:35]([CH2:38][CH3:39])[CH2:36][CH3:37])=[CH:4][N:3]=1.N1C2C(=CC=CC=2)C=CC=1.[H][H]. The catalyst is C(O)C.N1C=CC=CC=1.[Pd].CC([O-])=O.CC([O-])=O.[Pb+2]. The product is [NH2:1][C:2]1[C:7]2[C:8]([C:11]3[CH:16]=[CH:15][C:14]([NH:17][C:18]([C:20]4[N:21]([CH3:29])[C:22]5[C:27]([CH:28]=4)=[CH:26][CH:25]=[CH:24][CH:23]=5)=[O:19])=[C:13]([O:30][CH3:31])[CH:12]=3)=[CH:9][S:10][C:6]=2[C:5](/[CH:32]=[CH:33]\[CH2:34][N:35]([CH2:38][CH3:39])[CH2:36][CH3:37])=[CH:4][N:3]=1. The yield is 0.380. (4) The reactants are Br[CH2:2][CH2:3][CH2:4][CH2:5][CH2:6][CH2:7][O:8][CH2:9][C:10]([C:13]1[CH:18]=[CH:17][CH:16]=[C:15]([CH3:19])[CH:14]=1)([F:12])[F:11].FC(F)(C1C=CC=CC=1)COCCCCCC[N:30]1[C:38](=[O:39])[C:37]2[C:32](=[CH:33][CH:34]=[CH:35][CH:36]=2)[C:31]1=[O:40]. No catalyst specified. The product is [F:11][C:10]([F:12])([C:13]1[CH:18]=[CH:17][CH:16]=[C:15]([CH3:19])[CH:14]=1)[CH2:9][O:8][CH2:7][CH2:6][CH2:5][CH2:4][CH2:3][CH2:2][N:30]1[C:38](=[O:39])[C:37]2[C:32](=[CH:33][CH:34]=[CH:35][CH:36]=2)[C:31]1=[O:40]. The yield is 0.400.